This data is from NCI-60 drug combinations with 297,098 pairs across 59 cell lines. The task is: Regression. Given two drug SMILES strings and cell line genomic features, predict the synergy score measuring deviation from expected non-interaction effect. (1) Drug 1: C1C(C(OC1N2C=C(C(=O)NC2=O)F)CO)O. Drug 2: C1C(C(OC1N2C=NC(=NC2=O)N)CO)O. Cell line: OVCAR-8. Synergy scores: CSS=21.4, Synergy_ZIP=-4.48, Synergy_Bliss=-0.454, Synergy_Loewe=1.46, Synergy_HSA=2.83. (2) Drug 2: CS(=O)(=O)CCNCC1=CC=C(O1)C2=CC3=C(C=C2)N=CN=C3NC4=CC(=C(C=C4)OCC5=CC(=CC=C5)F)Cl. Drug 1: C1CCC(C1)C(CC#N)N2C=C(C=N2)C3=C4C=CNC4=NC=N3. Synergy scores: CSS=20.4, Synergy_ZIP=-8.05, Synergy_Bliss=-0.464, Synergy_Loewe=-8.56, Synergy_HSA=-0.931. Cell line: TK-10. (3) Drug 1: CN1C(=O)N2C=NC(=C2N=N1)C(=O)N. Drug 2: CC1=C(C=C(C=C1)C(=O)NC2=CC(=CC(=C2)C(F)(F)F)N3C=C(N=C3)C)NC4=NC=CC(=N4)C5=CN=CC=C5. Cell line: BT-549. Synergy scores: CSS=-3.12, Synergy_ZIP=3.23, Synergy_Bliss=-4.24, Synergy_Loewe=-3.94, Synergy_HSA=-8.99.